From a dataset of Reaction yield outcomes from USPTO patents with 853,638 reactions. Predict the reaction yield, written as a fraction of the theoretical maximum amount of product (1.0 means a 100% yield; for example, 0.34 means a 34% yield). The reactants are [CH3:1][N:2](C)[CH3:3].Cl.CNC.[C:9]([C:11]1[C:16]2[N:17]=[C:18]([C:20](OCC)=[O:21])[O:19][C:15]=2[C:14]([F:25])=[C:13]([C:26]2[CH:31]=[CH:30][CH:29]=[CH:28][CH:27]=2)[C:12]=1[CH3:32])#[N:10].Cl. The product is [C:9]([C:11]1[C:16]2[N:17]=[C:18]([C:20]([N:2]([CH3:3])[CH3:1])=[O:21])[O:19][C:15]=2[C:14]([F:25])=[C:13]([C:26]2[CH:31]=[CH:30][CH:29]=[CH:28][CH:27]=2)[C:12]=1[CH3:32])#[N:10]. The catalyst is ClCCl. The yield is 0.670.